Dataset: CYP2C19 inhibition data for predicting drug metabolism from PubChem BioAssay. Task: Regression/Classification. Given a drug SMILES string, predict its absorption, distribution, metabolism, or excretion properties. Task type varies by dataset: regression for continuous measurements (e.g., permeability, clearance, half-life) or binary classification for categorical outcomes (e.g., BBB penetration, CYP inhibition). Dataset: cyp2c19_veith. (1) The drug is O=C(Nc1ccccc1)N1CCC2(CC1)CCN(C(=O)Oc1ccccc1)CC2. The result is 0 (non-inhibitor). (2) The drug is Cc1cc(Cl)ccc1Nc1sc(C(=O)c2cc3cc(Cl)ccc3o2)c(N)c1C#N. The result is 1 (inhibitor). (3) The compound is Cc1nc2c(C#N)c[nH]n2c(=O)c1Cc1ccccc1. The result is 1 (inhibitor).